This data is from Catalyst prediction with 721,799 reactions and 888 catalyst types from USPTO. The task is: Predict which catalyst facilitates the given reaction. (1) Reactant: [Cl:1][C:2]1[C:3]([OH:43])=[C:4]([S:9]([N:12]([CH2:27][C:28]2[CH:29]=[C:30]([CH:40]=[CH:41][CH:42]=2)[CH2:31][NH:32]C(=O)OC(C)(C)C)[CH2:13][C:14]2[CH:19]=[CH:18][C:17]([C:20]3[CH:25]=[CH:24][C:23]([F:26])=[CH:22][CH:21]=3)=[CH:16][CH:15]=2)(=[O:11])=[O:10])[CH:5]=[C:6]([Cl:8])[CH:7]=1.FC(F)(F)C(O)=O. Product: [NH2:32][CH2:31][C:30]1[CH:29]=[C:28]([CH:42]=[CH:41][CH:40]=1)[CH2:27][N:12]([CH2:13][C:14]1[CH:19]=[CH:18][C:17]([C:20]2[CH:25]=[CH:24][C:23]([F:26])=[CH:22][CH:21]=2)=[CH:16][CH:15]=1)[S:9]([C:4]1[CH:5]=[C:6]([Cl:8])[CH:7]=[C:2]([Cl:1])[C:3]=1[OH:43])(=[O:11])=[O:10]. The catalyst class is: 2. (2) The catalyst class is: 5. Reactant: [CH3:1][C:2]1([CH3:18])[C:6](=O)[CH2:5][N:4]([C:8]([O:10][CH2:11][C:12]2[CH:17]=[CH:16][CH:15]=[CH:14][CH:13]=2)=[O:9])[CH2:3]1.C([O-])(=O)C.[Na+].[CH3:24][O:25][NH3+:26].[Cl-]. Product: [CH3:24][O:25]/[N:26]=[C:6]1/[C:2]([CH3:18])([CH3:1])[CH2:3][N:4]([C:8]([O:10][CH2:11][C:12]2[CH:17]=[CH:16][CH:15]=[CH:14][CH:13]=2)=[O:9])[CH2:5]/1.